The task is: Predict the reaction yield, written as a fraction of the theoretical maximum amount of product (1.0 means a 100% yield; for example, 0.34 means a 34% yield).. This data is from Reaction yield outcomes from USPTO patents with 853,638 reactions. (1) The reactants are [NH2:1][C:2]1[CH:3]=[N:4][CH:5]=[CH:6][CH:7]=1.[C:8]([O:12][C:13]([NH:15][CH2:16][CH2:17][CH2:18][CH2:19][CH2:20][C:21](O)=[O:22])=[O:14])([CH3:11])([CH3:10])[CH3:9].Cl.CCN(C(C)C)C(C)C. The catalyst is C(Cl)Cl.C1C=CC2N(O)N=NC=2C=1.CCCCCC.C(Cl)CCl. The product is [C:8]([O:12][C:13](=[O:14])[NH:15][CH2:16][CH2:17][CH2:18][CH2:19][CH2:20][C:21](=[O:22])[NH:1][C:2]1[CH:3]=[N:4][CH:5]=[CH:6][CH:7]=1)([CH3:11])([CH3:9])[CH3:10]. The yield is 0.680. (2) The catalyst is C(#N)C. The reactants are [CH2:1]([O:8][C:9]1[CH:10]=[C:11]2[C:16](=[CH:17][CH:18]=1)[C:15]([C:19](=[O:35])[C:20]1[CH:25]=[CH:24][C:23]([O:26][CH2:27][CH2:28][N:29]3[CH2:34][CH2:33][CH2:32][CH2:31][CH2:30]3)=[CH:22][CH:21]=1)=[C:14](OS(C(F)(F)F)(=O)=O)[CH:13]=[CH:12]2)[C:2]1[CH:7]=[CH:6][CH:5]=[CH:4][CH:3]=1.[F:44][C:45]1[CH:50]=[CH:49][CH:48]=[CH:47][C:46]=1B(O)O.[F-].[Cs+]. The yield is 0.600. The product is [CH2:1]([O:8][C:9]1[CH:10]=[C:11]2[C:16](=[CH:17][CH:18]=1)[C:15]([C:19]([C:20]1[CH:21]=[CH:22][C:23]([O:26][CH2:27][CH2:28][N:29]3[CH2:34][CH2:33][CH2:32][CH2:31][CH2:30]3)=[CH:24][CH:25]=1)=[O:35])=[C:14]([C:46]1[CH:47]=[CH:48][CH:49]=[CH:50][C:45]=1[F:44])[CH:13]=[CH:12]2)[C:2]1[CH:3]=[CH:4][CH:5]=[CH:6][CH:7]=1.